This data is from Reaction yield outcomes from USPTO patents with 853,638 reactions. The task is: Predict the reaction yield, written as a fraction of the theoretical maximum amount of product (1.0 means a 100% yield; for example, 0.34 means a 34% yield). (1) The reactants are [C:1]([O:5][C:6]([N:8]1[CH2:11][CH:10]([N:12]2[CH:16]=[CH:15][N:14]=[C:13]2[C:17]2[S:18][C:19]3[CH2:20][CH2:21][O:22][C:23]4[CH:30]=[C:29]([C:31]5[CH:32]=[N:33][N:34]([CH2:36][C:37]([OH:40])([CH3:39])[CH3:38])[CH:35]=5)[CH:28]=[CH:27][C:24]=4[C:25]=3[N:26]=2)[CH2:9]1)=[O:7])([CH3:4])([CH3:3])[CH3:2].CN(C)C=O.[Cl:46]N1C(=O)CCC1=O.Cl. The catalyst is O. The product is [C:1]([O:5][C:6]([N:8]1[CH2:9][CH:10]([N:12]2[C:16]([Cl:46])=[CH:15][N:14]=[C:13]2[C:17]2[S:18][C:19]3[CH2:20][CH2:21][O:22][C:23]4[CH:30]=[C:29]([C:31]5[CH:32]=[N:33][N:34]([CH2:36][C:37]([OH:40])([CH3:39])[CH3:38])[CH:35]=5)[CH:28]=[CH:27][C:24]=4[C:25]=3[N:26]=2)[CH2:11]1)=[O:7])([CH3:4])([CH3:3])[CH3:2]. The yield is 0.750. (2) The reactants are [CH3:1][C@H:2]1[CH2:7][NH:6][C:5](=S)[CH2:4][N:3]1[C:9]([O:11][C:12]([CH3:15])([CH3:14])[CH3:13])=[O:10].[N:16]1[CH:21]=[CH:20][N:19]=[CH:18][C:17]=1[C:22]([NH:24][NH2:25])=O. The catalyst is C(O)CCC. The product is [CH3:1][C@H:2]1[CH2:7][N:6]2[C:22]([C:17]3[CH:18]=[N:19][CH:20]=[CH:21][N:16]=3)=[N:24][N:25]=[C:5]2[CH2:4][N:3]1[C:9]([O:11][C:12]([CH3:15])([CH3:14])[CH3:13])=[O:10]. The yield is 0.430. (3) The reactants are C([O:8][C:9]1[CH:14]=[CH:13][C:12]([CH:15]([OH:29])[CH2:16][NH:17][CH2:18][C:19]23[CH2:28][CH:23]4[CH2:24][CH:25]([CH2:27][CH:21]([CH2:22]4)[CH2:20]2)[CH2:26]3)=[CH:11][CH:10]=1)C1C=CC=CC=1. The yield is 0.810. The product is [C:19]12([CH2:18][NH:17][CH2:16][CH:15]([C:12]3[CH:11]=[CH:10][C:9]([OH:8])=[CH:14][CH:13]=3)[OH:29])[CH2:28][CH:23]3[CH2:22][CH:21]([CH2:27][CH:25]([CH2:24]3)[CH2:26]1)[CH2:20]2. The catalyst is CO.[OH-].[OH-].[Pd+2]. (4) The reactants are [NH2:1]/[C:2](/OCC)=[CH:3]\[C:4](=O)[C:5]([F:8])([F:7])[F:6].[C:13]1([NH:19][NH2:20])[CH:18]=[CH:17][CH:16]=[CH:15][CH:14]=1. The catalyst is CCO. The product is [C:13]1([N:19]2[C:2]([NH2:1])=[CH:3][C:4]([C:5]([F:6])([F:7])[F:8])=[N:20]2)[CH:18]=[CH:17][CH:16]=[CH:15][CH:14]=1. The yield is 0.660. (5) The reactants are [C:1]([C:4]1[CH:5]=[C:6]([CH:17]=[CH:18][C:19]=1[O:20][CH3:21])[O:7][C:8]1[CH:13]=[CH:12][C:11]([N+:14]([O-:16])=[O:15])=[CH:10][CH:9]=1)(O)=[O:2].O=S(Cl)Cl.[CH3:26][NH2:27].[OH-].[Na+]. The catalyst is C(Cl)Cl. The product is [CH3:26][NH:27][C:1]([C:4]1[CH:5]=[C:6]([CH:17]=[CH:18][C:19]=1[O:20][CH3:21])[O:7][C:8]1[CH:13]=[CH:12][C:11]([N+:14]([O-:16])=[O:15])=[CH:10][CH:9]=1)=[O:2]. The yield is 0.950. (6) The reactants are [C:1]([N:8]1[CH2:13][CH2:12][NH:11][CH2:10][CH2:9]1)([O:3][C:4]([CH3:7])([CH3:6])[CH3:5])=[O:2].[Na+].[I-].C([O-])([O-])=O.[K+].[K+].[C:22]([C:24]1[CH:29]=[C:28]([CH2:30][CH2:31]OS(C2C=CC=CC=2)(=O)=O)[CH:27]=[CH:26][N:25]=1)#[N:23].C(C1C=C(CCCl)C=CN=1)#N. The catalyst is CN(C=O)C.O.C(OCC)(=O)C. The product is [C:1]([N:8]1[CH2:9][CH2:10][N:11]([CH2:31][CH2:30][C:28]2[CH:27]=[CH:26][N:25]=[C:24]([C:22]#[N:23])[CH:29]=2)[CH2:12][CH2:13]1)([O:3][C:4]([CH3:7])([CH3:6])[CH3:5])=[O:2]. The yield is 0.700. (7) The reactants are [CH2:1]([O:3][CH2:4][C:5]1[N:6]([CH2:18][C:19]2([OH:23])[CH2:22][CH2:21][CH2:20]2)[C:7]2[C:16]3[CH:15]=[CH:14][CH:13]=[CH:12][C:11]=3[N:10]=[CH:9][C:8]=2[N:17]=1)[CH3:2].C1C=C(Cl)C=C(C(OO)=O)C=1.[OH-].[NH4+:36].S(Cl)(C1C=CC(C)=CC=1)(=O)=O. The catalyst is ClCCl. The product is [NH2:36][C:9]1[C:8]2[N:17]=[C:5]([CH2:4][O:3][CH2:1][CH3:2])[N:6]([CH2:18][C:19]3([OH:23])[CH2:22][CH2:21][CH2:20]3)[C:7]=2[C:16]2[CH:15]=[CH:14][CH:13]=[CH:12][C:11]=2[N:10]=1. The yield is 0.430.